Dataset: Forward reaction prediction with 1.9M reactions from USPTO patents (1976-2016). Task: Predict the product of the given reaction. (1) Given the reactants [CH2:1]([O:8][C:9]1[CH:18]=[CH:17][CH:16]=[C:15]2[C:10]=1[CH2:11][CH2:12][CH2:13][CH:14]2[C:19]([N:21]([C:28]1[CH:33]=[CH:32][C:31]([CH:34]([CH3:36])[CH3:35])=[CH:30][CH:29]=1)[CH2:22][C:23]1[CH:24]=[N:25][NH:26][CH:27]=1)=[O:20])[C:2]1[CH:7]=[CH:6][CH:5]=[CH:4][CH:3]=1.Br[CH2:38][CH2:39][CH2:40][O:41][CH:42]1[CH2:47][CH2:46][CH2:45][CH2:44][O:43]1, predict the reaction product. The product is: [CH2:1]([O:8][C:9]1[CH:18]=[CH:17][CH:16]=[C:15]2[C:10]=1[CH2:11][CH2:12][CH2:13][CH:14]2[C:19]([N:21]([C:28]1[CH:29]=[CH:30][C:31]([CH:34]([CH3:36])[CH3:35])=[CH:32][CH:33]=1)[CH2:22][C:23]1[CH:27]=[N:26][N:25]([CH2:38][CH2:39][CH2:40][O:41][CH:42]2[CH2:47][CH2:46][CH2:45][CH2:44][O:43]2)[CH:24]=1)=[O:20])[C:2]1[CH:3]=[CH:4][CH:5]=[CH:6][CH:7]=1. (2) Given the reactants C([O:3][C:4](=[O:16])[CH2:5][C:6]1[CH:11]=[CH:10][CH:9]=[CH:8][C:7]=1[O:12][CH2:13][O:14][CH3:15])C.[OH-].[Na+], predict the reaction product. The product is: [CH3:15][O:14][CH2:13][O:12][C:7]1[CH:8]=[CH:9][CH:10]=[CH:11][C:6]=1[CH2:5][C:4]([OH:16])=[O:3]. (3) Given the reactants [Si]([O:18][CH:19]1[CH2:22][N:21]([C:23]2[S:24][CH:25]=[C:26]([C:28]([N:30]3[CH2:35][CH2:34][O:33][CH2:32][CH2:31]3)=[O:29])[N:27]=2)[CH2:20]1)(C(C)(C)C)(C1C=CC=CC=1)C1C=CC=CC=1.[F-].C([N+](CCCC)(CCCC)CCCC)CCC, predict the reaction product. The product is: [O:33]1[CH2:32][CH2:31][N:30]([C:28]([C:26]2[N:27]=[C:23]([N:21]3[CH2:22][CH:19]([OH:18])[CH2:20]3)[S:24][CH:25]=2)=[O:29])[CH2:35][CH2:34]1. (4) Given the reactants [Cl:1][C:2]1[C:3]([CH3:29])=[CH:4][C:5]2[N:9]=[CH:8][N:7]([C@@H:10]3[O:27][CH2:26][C@@H:21]([O:22][C:23](=[O:25])[CH3:24])[C@@H:16]([O:17][C:18](=[O:20])[CH3:19])[C@H:11]3[O:12][C:13](=[O:15])[CH3:14])[C:6]=2[CH:28]=1.[Br:30]N1C(=O)CCC1=O.N1C2C=CC=CC=2NC=1, predict the reaction product. The product is: [Br:30][C:8]1[N:7]([C@@H:10]2[O:27][CH2:26][C@@H:21]([O:22][C:23](=[O:25])[CH3:24])[C@@H:16]([O:17][C:18](=[O:20])[CH3:19])[C@H:11]2[O:12][C:13](=[O:15])[CH3:14])[C:6]2[CH:28]=[C:2]([Cl:1])[C:3]([CH3:29])=[CH:4][C:5]=2[N:9]=1. (5) Given the reactants [CH:1]([CH:3]1[C:15]2[CH:14]=[CH:13][CH:12]=[C:11]([C:16]([OH:18])=[O:17])[C:10]=2[C:9]2[C:4]1=[CH:5][C:6]([CH2:19][CH2:20][CH2:21][C:22]([OH:24])=[O:23])=[CH:7][CH:8]=2)=[O:2].[BH4-].[Na+].O, predict the reaction product. The product is: [OH:2][CH2:1][CH:3]1[C:15]2[CH:14]=[CH:13][CH:12]=[C:11]([C:16]([OH:18])=[O:17])[C:10]=2[C:9]2[C:4]1=[CH:5][C:6]([CH2:19][CH2:20][CH2:21][C:22]([OH:24])=[O:23])=[CH:7][CH:8]=2. (6) Given the reactants [CH3:1][O:2][C:3]([C:5]1[CH:13]=[C:12]2[C:8]([C:9]([CH:39]3[CH2:44][CH2:43][CH2:42][CH2:41][CH2:40]3)=[C:10]([C:22]3[CH:23]=[C:24]4[C:29](=[CH:30][CH:31]=3)[N:28]=[C:27]([C:32]3[S:36][C:35]([CH3:37])=[N:34][C:33]=3[CH3:38])[CH:26]=[CH:25]4)[N:11]2[CH2:14][C:15]([O:17]C(C)(C)C)=[O:16])=[CH:7][CH:6]=1)=[O:4].COC(C1C=C2C(C(C3CCCCC3)=C(Br)N2CC(O)=O)=CC=1)=O, predict the reaction product. The product is: [CH3:1][O:2][C:3]([C:5]1[CH:13]=[C:12]2[C:8]([C:9]([CH:39]3[CH2:40][CH2:41][CH2:42][CH2:43][CH2:44]3)=[C:10]([C:22]3[CH:23]=[C:24]4[C:29](=[CH:30][CH:31]=3)[N:28]=[C:27]([C:32]3[S:36][C:35]([CH3:37])=[N:34][C:33]=3[CH3:38])[CH:26]=[CH:25]4)[N:11]2[CH2:14][C:15]([OH:17])=[O:16])=[CH:7][CH:6]=1)=[O:4]. (7) Given the reactants [CH3:1][O-].[Na+].[N:4]#[C:5][NH2:6].[N:7]([C:10]1[CH:15]=[C:14]([C:16]([F:19])([F:18])[F:17])[CH:13]=[CH:12][N:11]=1)=[C:8]=[S:9].CI, predict the reaction product. The product is: [CH3:1][S:9][CH:8]([NH:7][C:10]1[CH:15]=[C:14]([C:16]([F:19])([F:17])[F:18])[CH:13]=[CH:12][N:11]=1)[NH:4][C:5]#[N:6]. (8) The product is: [Cl:1][C:2]1[N:10]=[CH:9][N:8]=[C:7]2[C:3]=1[N:4]=[C:5]([C:11]1[CH:16]=[CH:15][CH:14]=[CH:13][CH:12]=1)[N:6]2[CH3:17]. Given the reactants [Cl:1][C:2]1[N:10]=[CH:9][N:8]=[C:7]2[C:3]=1[NH:4][C:5]([C:11]1[CH:16]=[CH:15][CH:14]=[CH:13][CH:12]=1)=[N:6]2.[CH3:17]N(C=O)C.[H-].[Na+].CI, predict the reaction product. (9) Given the reactants [Br:1][C:2]1[CH:7]=[CH:6][C:5](F)=[C:4]([N+:9]([O-:11])=[O:10])[CH:3]=1.C(N(CC)CC)C.[CH2:19]([NH2:26])[C:20]1[CH:25]=[CH:24][CH:23]=[CH:22][CH:21]=1, predict the reaction product. The product is: [CH2:19]([NH:26][C:5]1[CH:6]=[CH:7][C:2]([Br:1])=[CH:3][C:4]=1[N+:9]([O-:11])=[O:10])[C:20]1[CH:25]=[CH:24][CH:23]=[CH:22][CH:21]=1.